Dataset: Catalyst prediction with 721,799 reactions and 888 catalyst types from USPTO. Task: Predict which catalyst facilitates the given reaction. (1) Reactant: [CH:1]1[CH:2]=[CH:3][C:4]2[NH:13][C:12]3[CH:11]=[N:10][CH:9]=[CH:8][C:7]=3[C:5]=2[CH:6]=1.[ClH:14].[Cl:15]N1C(=O)CCC1=O. Product: [Cl:14][C:2]1[CH:3]=[C:4]2[C:5]([C:7]3[CH:8]=[CH:9][N:10]=[CH:11][C:12]=3[N:13]2[Cl:15])=[CH:6][CH:1]=1. The catalyst class is: 6. (2) The catalyst class is: 5. Product: [CH3:1][N:2]1[C:6]([CH3:7])=[CH:5][C:4]([NH:8][C:9]2[C:14](=[O:15])[N:13]([CH3:16])[CH:12]=[C:11]([C:17]3[CH:22]=[CH:21][N:20]=[C:19]([N:23]4[CH2:35][CH2:34][C:33]5[N:32]6[C:27]([CH2:28][CH2:29][CH2:30][CH2:31]6)=[C:26]([F:36])[C:25]=5[C:24]4=[O:37])[C:18]=3[CH2:38][OH:39])[CH:10]=2)=[N:3]1. Reactant: [CH3:1][N:2]1[C:6]([CH3:7])=[CH:5][C:4]([NH:8][C:9]2[C:14](=[O:15])[N:13]([CH3:16])[CH:12]=[C:11]([C:17]3[CH:22]=[CH:21][N:20]=[C:19]([N:23]4[CH2:35][CH2:34][C:33]5[N:32]6[C:27]([CH2:28][CH2:29][CH2:30][CH2:31]6)=[C:26]([F:36])[C:25]=5[C:24]4=[O:37])[C:18]=3[CH:38]=[O:39])[CH:10]=2)=[N:3]1.[BH4-].[Na+].